From a dataset of Catalyst prediction with 721,799 reactions and 888 catalyst types from USPTO. Predict which catalyst facilitates the given reaction. (1) Reactant: [CH3:1][N:2]([C:4]([N:6]=[C:7]([NH2:9])[NH2:8])=[NH:5])[CH3:3].Cl.O.O.O.[C:14]([O-:17])(=[O:16])[CH3:15].[Na+]. Product: [CH3:1][N:2]([C:4]([NH:6][C:7]([NH2:9])=[NH:8])=[NH:5])[CH3:3].[C:14]([O-:17])(=[O:16])[CH3:15]. The catalyst class is: 6. (2) Reactant: [F:1][C:2]1[CH:19]=[CH:18][C:5]([CH2:6][O:7][C:8]2[CH:15]=[CH:14][C:11]([CH:12]=O)=[CH:10][C:9]=2[O:16][CH3:17])=[CH:4][CH:3]=1.[CH2:20]([NH2:27])[C:21]1[CH:26]=[CH:25][CH:24]=[CH:23][CH:22]=1.[BH4-].[Na+].O. Product: [CH2:20]([NH:27][CH2:12][C:11]1[CH:14]=[CH:15][C:8]([O:7][CH2:6][C:5]2[CH:18]=[CH:19][C:2]([F:1])=[CH:3][CH:4]=2)=[C:9]([O:16][CH3:17])[CH:10]=1)[C:21]1[CH:26]=[CH:25][CH:24]=[CH:23][CH:22]=1. The catalyst class is: 5. (3) Reactant: [F:1][C:2]1[CH:7]=[C:6]([F:8])[CH:5]=[CH:4][C:3]=1[SH:9].CS(O[CH:15]1[CH2:20][CH2:19][N:18]([C:21]([O:23][C:24]([CH3:27])([CH3:26])[CH3:25])=[O:22])[CH2:17][CH2:16]1)(=O)=O.C([O-])([O-])=O.[K+].[K+].O. Product: [F:1][C:2]1[CH:7]=[C:6]([F:8])[CH:5]=[CH:4][C:3]=1[S:9][CH:15]1[CH2:20][CH2:19][N:18]([C:21]([O:23][C:24]([CH3:27])([CH3:26])[CH3:25])=[O:22])[CH2:17][CH2:16]1. The catalyst class is: 10. (4) Reactant: [Cl:1][C:2]1[C:3]([C:19]#[N:20])=[N:4][C:5]([C:12]2[CH:17]=[CH:16][CH:15]=[C:14]([F:18])[CH:13]=2)=[C:6]([CH:11]=1)[C:7]([O:9][CH3:10])=[O:8]. Product: [NH2:20][CH2:19][C:3]1[C:2]([Cl:1])=[CH:11][C:6]([C:7]([O:9][CH3:10])=[O:8])=[C:5]([C:12]2[CH:17]=[CH:16][CH:15]=[C:14]([F:18])[CH:13]=2)[N:4]=1. The catalyst class is: 19.